From a dataset of Full USPTO retrosynthesis dataset with 1.9M reactions from patents (1976-2016). Predict the reactants needed to synthesize the given product. (1) The reactants are: [Cl:1][C:2]1[C:7]2[CH:8]=[N:9][NH:10][C:6]=2[CH:5]=[CH:4][N:3]=1.[OH-].[K+].[I:13]I. Given the product [Cl:1][C:2]1[C:7]2[C:8]([I:13])=[N:9][NH:10][C:6]=2[CH:5]=[CH:4][N:3]=1, predict the reactants needed to synthesize it. (2) Given the product [C:1]1([N:7]2[C:11]([NH:12][C:18](=[O:26])[O:19][C:20]3[CH:25]=[CH:24][CH:23]=[CH:22][CH:21]=3)=[C:10]3[CH2:13][CH2:14][CH2:15][C:9]3=[N:8]2)[CH:2]=[CH:3][CH:4]=[CH:5][CH:6]=1, predict the reactants needed to synthesize it. The reactants are: [C:1]1([N:7]2[C:11]([NH2:12])=[C:10]3[CH2:13][CH2:14][CH2:15][C:9]3=[N:8]2)[CH:6]=[CH:5][CH:4]=[CH:3][CH:2]=1.[OH-].[Na+].[C:18](Cl)(=[O:26])[O:19][C:20]1[CH:25]=[CH:24][CH:23]=[CH:22][CH:21]=1. (3) Given the product [Cl:1][C:2]1[CH:3]=[C:4]([NH:5][C:12]([CH3:15])([CH3:13])[C:11]([OH:22])=[O:18])[CH:6]=[CH:7][C:8]=1[Cl:9], predict the reactants needed to synthesize it. The reactants are: [Cl:1][C:2]1[CH:3]=[C:4]([CH:6]=[CH:7][C:8]=1[Cl:9])[NH2:5].Cl[C:11](Cl)(Cl)[C:12]([CH3:15])(O)[CH3:13].[OH-:18].[K+].CC(C)=[O:22]. (4) The reactants are: [N:1]1([C:16]([O:18][CH2:19][C:20]2[CH:25]=[CH:24][CH:23]=[CH:22][CH:21]=2)=[O:17])[C:10]2[C:5](=[CH:6][CH:7]=[CH:8][CH:9]=2)[CH2:4][C:3]2([CH2:15][CH2:14][NH:13][CH2:12][CH2:11]2)[CH2:2]1.[Cl:26][C:27]1[C:28]([S:44](=[O:47])(=[O:46])[NH2:45])=[N:29][CH:30]=[C:31]([C:35]=1[NH:36][C:37]1[CH:38]=[C:39]([CH3:43])[CH:40]=[CH:41][CH:42]=1)[C:32](O)=[O:33]. Given the product [Cl:26][C:27]1[C:28]([S:44](=[O:47])(=[O:46])[NH2:45])=[N:29][CH:30]=[C:31]([C:35]=1[NH:36][C:37]1[CH:38]=[C:39]([CH3:43])[CH:40]=[CH:41][CH:42]=1)[C:32]([N:13]1[CH2:12][CH2:11][C:3]2([CH2:4][C:5]3[C:10](=[CH:9][CH:8]=[CH:7][CH:6]=3)[N:1]([C:16]([O:18][CH2:19][C:20]3[CH:25]=[CH:24][CH:23]=[CH:22][CH:21]=3)=[O:17])[CH2:2]2)[CH2:15][CH2:14]1)=[O:33], predict the reactants needed to synthesize it. (5) Given the product [CH3:14][O:13][CH:12]([O:15][CH3:16])[C:11]1[C:2]([CH:27]=[O:28])=[CH:3][C:4]2[CH2:5][CH2:6][CH2:7][NH:8][C:9]=2[N:10]=1, predict the reactants needed to synthesize it. The reactants are: Br[C:2]1[CH:3]=[C:4]2[C:9](=[N:10][C:11]=1[CH:12]([O:15][CH3:16])[O:13][CH3:14])[NH:8][CH2:7][CH2:6][CH2:5]2.[Li]C.[Li]CCCC.CN([CH:27]=[O:28])C.[NH4+].[Cl-]. (6) The reactants are: [Br:1][C:2]1[CH:11]=[CH:10][C:5]([C:6](OC)=[O:7])=[CH:4][C:3]=1[CH3:12].[BH4-].[Li+]. Given the product [Br:1][C:2]1[CH:11]=[CH:10][C:5]([CH2:6][OH:7])=[CH:4][C:3]=1[CH3:12], predict the reactants needed to synthesize it.